From a dataset of Reaction yield outcomes from USPTO patents with 853,638 reactions. Predict the reaction yield, written as a fraction of the theoretical maximum amount of product (1.0 means a 100% yield; for example, 0.34 means a 34% yield). (1) The catalyst is C(#N)C. The reactants are C([O:8][C:9]1[CH:17]=[C:16]2[C:12]([C:13]([C:18]3[N:26]([S:27]([C:30]4[CH:35]=[CH:34][C:33]([CH3:36])=[CH:32][CH:31]=4)(=[O:29])=[O:28])[C:21]4=[N:22][CH:23]=[CH:24][CH:25]=[C:20]4[CH:19]=3)=[CH:14][NH:15]2)=[CH:11][C:10]=1[O:37][CH3:38])C1C=CC=CC=1.C[Si](I)(C)C. The product is [CH3:38][O:37][C:10]1[CH:11]=[C:12]2[C:16](=[CH:17][C:9]=1[OH:8])[NH:15][CH:14]=[C:13]2[C:18]1[N:26]([S:27]([C:30]2[CH:35]=[CH:34][C:33]([CH3:36])=[CH:32][CH:31]=2)(=[O:29])=[O:28])[C:21]2=[N:22][CH:23]=[CH:24][CH:25]=[C:20]2[CH:19]=1. The yield is 0.500. (2) The reactants are [Cl:1][C:2]1[CH:7]=[CH:6][C:5]([O:8][C:9]2[CH:14]=[CH:13][C:12]([CH2:15][CH2:16]I)=[CH:11][CH:10]=2)=[CH:4][C:3]=1[C:18]([F:21])([F:20])[F:19].[CH3:22][O:23][C:24]1[N:29]=[CH:28][C:27]([CH2:30][C:31]2[C:32](=[O:38])[NH:33][C:34](=[S:37])[NH:35][CH:36]=2)=[CH:26][N:25]=1.C([O-])([O-])=O.[K+].[K+]. The catalyst is CN(C=O)C. The product is [Cl:1][C:2]1[CH:7]=[CH:6][C:5]([O:8][C:9]2[CH:14]=[CH:13][C:12]([CH2:15][CH2:16][S:37][C:34]3[NH:35][CH:36]=[C:31]([CH2:30][C:27]4[CH:28]=[N:29][C:24]([O:23][CH3:22])=[N:25][CH:26]=4)[C:32](=[O:38])[N:33]=3)=[CH:11][CH:10]=2)=[CH:4][C:3]=1[C:18]([F:21])([F:20])[F:19]. The yield is 0.0855. (3) The catalyst is O1CCCC1. The product is [CH2:1]([O:3][C:4]1[C:12]2[O:11][C:10]([CH3:13])([CH3:14])[CH2:9][C:8]=2[CH:7]=[C:6]([CH:15]([OH:16])[CH:18]([CH3:20])[CH3:19])[CH:5]=1)[CH3:2]. The reactants are [CH2:1]([O:3][C:4]1[C:12]2[O:11][C:10]([CH3:14])([CH3:13])[CH2:9][C:8]=2[CH:7]=[C:6]([CH:15]=[O:16])[CH:5]=1)[CH3:2].Br[CH:18]([CH3:20])[CH3:19].[Mg]. The yield is 0.830. (4) The catalyst is O1CCCC1. The yield is 0.600. The product is [Br:1][C:2]1[CH:9]=[CH:8][C:5]([CH:6]([OH:7])[CH2:11][CH2:12][CH3:13])=[C:4]([F:10])[CH:3]=1. The reactants are [Br:1][C:2]1[CH:9]=[CH:8][C:5]([CH:6]=[O:7])=[C:4]([F:10])[CH:3]=1.[CH2:11]([Mg]Cl)[CH2:12][CH3:13]. (5) The reactants are [OH-].[K+].C([O:5][C:6](=[O:26])[CH2:7][C:8]1[CH:13]=[CH:12][CH:11]=[C:10]([NH:14][S:15]([C:18]2[CH:23]=[CH:22][CH:21]=[C:20]([Cl:24])[C:19]=2[CH3:25])(=[O:17])=[O:16])[N:9]=1)C. The catalyst is C(O)C.O. The product is [Cl:24][C:20]1[C:19]([CH3:25])=[C:18]([S:15]([NH:14][C:10]2[N:9]=[C:8]([CH2:7][C:6]([OH:26])=[O:5])[CH:13]=[CH:12][CH:11]=2)(=[O:17])=[O:16])[CH:23]=[CH:22][CH:21]=1. The yield is 0.710.